This data is from Full USPTO retrosynthesis dataset with 1.9M reactions from patents (1976-2016). The task is: Predict the reactants needed to synthesize the given product. (1) Given the product [F:12][C:13]1[CH:18]=[C:17]([F:19])[C:16]([F:20])=[CH:15][C:14]=1[O:4][CH2:3][CH2:2][CH2:1][OH:5], predict the reactants needed to synthesize it. The reactants are: [CH2:1]([OH:5])[CH2:2][CH2:3][OH:4].CC([O-])(C)C.[K+].[F:12][C:13]1[CH:18]=[C:17]([F:19])[C:16]([F:20])=[CH:15][C:14]=1F.[Cl-].[Na+]. (2) Given the product [F:35][C:4]([F:3])([F:34])[C:5]1[CH:6]=[C:7]([CH:27]=[C:28]([C:30]([F:33])([F:32])[F:31])[CH:29]=1)[C:8]([N:10]1[CH2:11][CH2:12][C:13]2([N:17]([C:18]3[CH:19]=[CH:20][CH:21]=[CH:22][CH:23]=3)[CH2:16][N:15]([CH2:38][CH2:39][N:40]3[CH2:45][CH2:44][O:43][CH2:42][CH2:41]3)[C:14]2=[O:24])[CH2:25][CH2:26]1)=[O:9], predict the reactants needed to synthesize it. The reactants are: [H-].[Na+].[F:3][C:4]([F:35])([F:34])[C:5]1[CH:6]=[C:7]([CH:27]=[C:28]([C:30]([F:33])([F:32])[F:31])[CH:29]=1)[C:8]([N:10]1[CH2:26][CH2:25][C:13]2([N:17]([C:18]3[CH:23]=[CH:22][CH:21]=[CH:20][CH:19]=3)[CH2:16][NH:15][C:14]2=[O:24])[CH2:12][CH2:11]1)=[O:9].Cl.Cl[CH2:38][CH2:39][N:40]1[CH2:45][CH2:44][O:43][CH2:42][CH2:41]1.C(=O)(O)[O-].[Na+]. (3) Given the product [F:1][C:2]1[CH:3]=[CH:4][C:5]([C@:8]2([CH2:33][CH2:34][CH2:35][OH:36])[O:13][C:12](=[O:14])[N:11]([C@H:15]([C:17]3[CH:18]=[CH:19][C:20]([C:23]4[CH:24]=[N:25][CH:26]=[C:27]([CH:32]=4)[C:28]([NH:38][CH3:37])=[O:30])=[CH:21][CH:22]=3)[CH3:16])[CH2:10][CH2:9]2)=[CH:6][CH:7]=1, predict the reactants needed to synthesize it. The reactants are: [F:1][C:2]1[CH:7]=[CH:6][C:5]([C@:8]2([CH2:33][CH2:34][CH2:35][OH:36])[O:13][C:12](=[O:14])[N:11]([C@H:15]([C:17]3[CH:22]=[CH:21][C:20]([C:23]4[CH:24]=[N:25][CH:26]=[C:27]([CH:32]=4)[C:28]([O:30]C)=O)=[CH:19][CH:18]=3)[CH3:16])[CH2:10][CH2:9]2)=[CH:4][CH:3]=1.[CH3:37][NH2:38]. (4) Given the product [CH:1]1([O:6][C:7]2[CH:8]=[C:9]([C:15]3[CH:20]=[N:19][N:18]([CH:26]([CH2:27][CH3:28])[CH2:25][CH3:24])[C:17](=[O:21])[CH:16]=3)[CH:10]=[CH:11][C:12]=2[O:13][CH3:14])[CH2:2][CH2:3][CH2:4][CH2:5]1, predict the reactants needed to synthesize it. The reactants are: [CH:1]1([O:6][C:7]2[CH:8]=[C:9]([C:15]3[CH:20]=[N:19][NH:18][C:17](=[O:21])[CH:16]=3)[CH:10]=[CH:11][C:12]=2[O:13][CH3:14])[CH2:5][CH2:4][CH2:3][CH2:2]1.[H-].[Na+].[CH3:24][CH2:25][CH:26](Br)[CH2:27][CH3:28]. (5) Given the product [F:22][C@H:23]1[C@H:28]([S:29]([CH3:32])(=[O:30])=[O:31])[CH2:27][CH2:26][N:25]([C:2]2[N:7]=[C:6]([NH:8][C:9]3[N:14]=[CH:13][C:12]4[N:15]=[C:16]([CH3:21])[N:17]([CH:18]([CH3:20])[CH3:19])[C:11]=4[CH:10]=3)[CH:5]=[CH:4][N:3]=2)[CH2:24]1, predict the reactants needed to synthesize it. The reactants are: Cl[C:2]1[N:7]=[C:6]([NH:8][C:9]2[N:14]=[CH:13][C:12]3[N:15]=[C:16]([CH3:21])[N:17]([CH:18]([CH3:20])[CH3:19])[C:11]=3[CH:10]=2)[CH:5]=[CH:4][N:3]=1.[F:22][C@H:23]1[C@H:28]([S:29]([CH3:32])(=[O:31])=[O:30])[CH2:27][CH2:26][NH:25][CH2:24]1.